Task: Predict the reactants needed to synthesize the given product.. Dataset: Full USPTO retrosynthesis dataset with 1.9M reactions from patents (1976-2016) (1) Given the product [Cl:25][C:26]1[CH:27]=[C:28]([CH:31]=[CH:32][CH:33]=1)[CH2:29][NH:30][C:2]1[CH:23]=[C:22]([F:24])[CH:21]=[C:4]([CH2:5][CH2:6][C:7]2[CH:12]=[C:11]([CH3:13])[CH:10]=[C:9]([N:14]3[C:18]([CH3:19])=[CH:17][CH:16]=[C:15]3[CH3:20])[N:8]=2)[CH:3]=1, predict the reactants needed to synthesize it. The reactants are: Br[C:2]1[CH:3]=[C:4]([CH:21]=[C:22]([F:24])[CH:23]=1)[CH2:5][CH2:6][C:7]1[CH:12]=[C:11]([CH3:13])[CH:10]=[C:9]([N:14]2[C:18]([CH3:19])=[CH:17][CH:16]=[C:15]2[CH3:20])[N:8]=1.[Cl:25][C:26]1[CH:27]=[C:28]([CH:31]=[CH:32][CH:33]=1)[CH2:29][NH2:30]. (2) Given the product [CH3:31][N:23]([C:21](=[O:22])[CH2:20][CH2:19][CH2:18][O:17][C:5]1[CH:6]=[CH:7][C:8]2[C:9]([C:13]([F:16])([F:15])[F:14])=[N:10][O:11][C:12]=2[C:4]=1[CH2:1][CH2:2][CH3:3])[C@H:24]([C:26]([OH:28])=[O:27])[CH3:25], predict the reactants needed to synthesize it. The reactants are: [CH2:1]([C:4]1[C:12]2[O:11][N:10]=[C:9]([C:13]([F:16])([F:15])[F:14])[C:8]=2[CH:7]=[CH:6][C:5]=1[O:17][CH2:18][CH2:19][CH2:20][C:21]([NH:23][C@H:24]([C:26]([OH:28])=[O:27])[CH3:25])=[O:22])[CH2:2][CH3:3].[H-].[Na+].[CH3:31]I.